Dataset: Catalyst prediction with 721,799 reactions and 888 catalyst types from USPTO. Task: Predict which catalyst facilitates the given reaction. (1) Reactant: [CH:1]1([CH2:5][CH:6](C(O)=O)[C:7]([OH:9])=[O:8])[CH2:4][CH2:3][CH2:2]1. Product: [CH:1]1([CH2:5][CH2:6][C:7]([OH:9])=[O:8])[CH2:4][CH2:3][CH2:2]1. The catalyst class is: 61. (2) Reactant: O[CH2:2][C:3]1[N:8]=[C:7]([C:9]([O:11][C:12]([CH3:15])([CH3:14])[CH3:13])=[O:10])[CH:6]=[CH:5][CH:4]=1.C(N(C(C)C)CC)(C)C.CS([Cl:29])(=O)=O. Product: [Cl:29][CH2:2][C:3]1[N:8]=[C:7]([C:9]([O:11][C:12]([CH3:15])([CH3:14])[CH3:13])=[O:10])[CH:6]=[CH:5][CH:4]=1. The catalyst class is: 2.